From a dataset of NCI-60 drug combinations with 297,098 pairs across 59 cell lines. Regression. Given two drug SMILES strings and cell line genomic features, predict the synergy score measuring deviation from expected non-interaction effect. (1) Drug 1: CCN(CC)CCNC(=O)C1=C(NC(=C1C)C=C2C3=C(C=CC(=C3)F)NC2=O)C. Drug 2: CN(C(=O)NC(C=O)C(C(C(CO)O)O)O)N=O. Cell line: LOX IMVI. Synergy scores: CSS=6.33, Synergy_ZIP=0.109, Synergy_Bliss=3.61, Synergy_Loewe=5.15, Synergy_HSA=1.21. (2) Drug 1: CC1=CC=C(C=C1)C2=CC(=NN2C3=CC=C(C=C3)S(=O)(=O)N)C(F)(F)F. Drug 2: CCCCCOC(=O)NC1=NC(=O)N(C=C1F)C2C(C(C(O2)C)O)O. Cell line: SNB-19. Synergy scores: CSS=-2.98, Synergy_ZIP=0.955, Synergy_Bliss=0.117, Synergy_Loewe=-3.93, Synergy_HSA=-4.16.